Dataset: Full USPTO retrosynthesis dataset with 1.9M reactions from patents (1976-2016). Task: Predict the reactants needed to synthesize the given product. (1) Given the product [C:16]([O:20][C:21](=[O:22])[NH:23][CH:24]([C:25](=[O:26])[NH:27][C:28]1([CH:32]([OH:36])[C:33](=[O:34])[NH:1][C:2]2[CH:6]=[CH:5][NH:4][N:3]=2)[CH2:31][CH2:30][CH2:29]1)[CH2:37][C:38]1([F:43])[CH2:42][CH2:41][CH2:40][CH2:39]1)([CH3:19])([CH3:17])[CH3:18], predict the reactants needed to synthesize it. The reactants are: [NH2:1][C:2]1[CH:6]=[CH:5][NH:4][N:3]=1.CCN(C(C)C)C(C)C.[C:16]([O:20][C:21]([NH:23][CH:24]([CH2:37][C:38]1([F:43])[CH2:42][CH2:41][CH2:40][CH2:39]1)[C:25]([NH:27][C:28]1([CH:32]([OH:36])[C:33](O)=[O:34])[CH2:31][CH2:30][CH2:29]1)=[O:26])=[O:22])([CH3:19])([CH3:18])[CH3:17].CN(C(ON1N=NC2C=CC=NC1=2)=[N+](C)C)C.F[P-](F)(F)(F)(F)F. (2) The reactants are: C([O:3][C:4]([C:6]1[N:7]=[N:8][C:9]([NH:12][CH2:13][C:14]2[C:15]([C:20]3[CH:25]=[CH:24][C:23]([Cl:26])=[CH:22][N:21]=3)=[N:16][O:17][C:18]=2[CH3:19])=[CH:10][CH:11]=1)=[O:5])C.COC(C1C=NC(OCC2C(C3C=CC(Cl)=CC=3)=NOC=2)=CN=1)=O. Given the product [Cl:26][C:23]1[CH:24]=[CH:25][C:20]([C:15]2[C:14]([CH2:13][NH:12][C:9]3[N:8]=[N:7][C:6]([C:4]([OH:5])=[O:3])=[CH:11][CH:10]=3)=[C:18]([CH3:19])[O:17][N:16]=2)=[N:21][CH:22]=1, predict the reactants needed to synthesize it.